This data is from Catalyst prediction with 721,799 reactions and 888 catalyst types from USPTO. The task is: Predict which catalyst facilitates the given reaction. (1) Reactant: C(OC([N:11]1[C@@H:16]([CH3:17])[C:15](=[O:18])[N:14]2[C@@H:19]([CH2:22][CH2:23][N:24]3[CH2:31][CH2:30][C:27]4([CH2:29][CH2:28]4)[C@H:26]([OH:32])[CH2:25]3)[CH2:20][O:21][CH:13]2[CH2:12]1)=O)C1C=CC=CC=1. Product: [OH:32][C@@H:26]1[CH2:25][N:24]([CH2:23][CH2:22][C@@H:19]2[N:14]3[C:15](=[O:18])[C@H:16]([CH3:17])[NH:11][CH2:12][CH:13]3[O:21][CH2:20]2)[CH2:31][CH2:30][C:27]21[CH2:29][CH2:28]2. The catalyst class is: 50. (2) Reactant: CN(C)C=O.Br[CH2:7][CH:8]1[CH2:13][CH2:12][N:11]([C:14]([O:16][C:17]([CH3:20])([CH3:19])[CH3:18])=[O:15])[CH2:10][CH2:9]1.C(=O)([O-])[O-].[K+].[K+].[NH2:27][C:28]1[CH:47]=[CH:46][C:31]([O:32][C:33]2[C:42]3[C:37](=[CH:38][C:39]([OH:45])=[C:40]([C:43]#[N:44])[CH:41]=3)[N:36]=[CH:35][CH:34]=2)=[CH:30][C:29]=1[F:48]. Product: [C:17]([O:16][C:14]([N:11]1[CH2:12][CH2:13][CH:8]([CH2:7][O:45][C:39]2[CH:38]=[C:37]3[C:42]([C:33]([O:32][C:31]4[CH:46]=[CH:47][C:28]([NH2:27])=[C:29]([F:48])[CH:30]=4)=[CH:34][CH:35]=[N:36]3)=[CH:41][C:40]=2[C:43]#[N:44])[CH2:9][CH2:10]1)=[O:15])([CH3:20])([CH3:19])[CH3:18]. The catalyst class is: 84. (3) Reactant: Cl[C:2]1[CH:11]=[C:10]([CH3:12])[C:9]2[C:4](=[CH:5][CH:6]=[C:7]([CH2:13][CH3:14])[CH:8]=2)[N:3]=1.C(=O)([O-])[O-].[K+].[K+].Cl.[NH2:22][C:23]([NH2:25])=[NH:24].FC(F)(F)C([O-])=O. Product: [CH2:13]([C:7]1[CH:8]=[C:9]2[C:4](=[CH:5][CH:6]=1)[N:3]=[C:2]([NH:24][C:23]([NH2:25])=[NH:22])[CH:11]=[C:10]2[CH3:12])[CH3:14]. The catalyst class is: 60. (4) Reactant: C[O:2][C:3]1[C:12]([CH2:15][CH2:16][CH:17]([CH3:19])[CH3:18])([CH:13]=[CH2:14])[C:11]2[C:6](=[CH:7][CH:8]=[CH:9][CH:10]=2)[C:5](=[O:20])[CH:4]=1.[OH-].[Na+].Cl. Product: [CH3:18][CH:17]([CH3:19])[CH2:16][CH2:15][C:12]1([CH:13]=[CH2:14])[C:11]2[C:6](=[CH:7][CH:8]=[CH:9][CH:10]=2)[C:5](=[O:20])[CH2:4][C:3]1=[O:2]. The catalyst class is: 5. (5) Reactant: [CH:1]1([S:4][C:5]2[CH:10]=[CH:9][C:8]([N+:11]([O-])=O)=[CH:7][C:6]=2[C@H:14]2[CH:18]=[CH:17][CH2:16][N:15]2[C:19]([O:21][C:22]([CH3:25])([CH3:24])[CH3:23])=[O:20])[CH2:3][CH2:2]1. Product: [NH2:11][C:8]1[CH:9]=[CH:10][C:5]([S:4][CH:1]2[CH2:2][CH2:3]2)=[C:6]([C@H:14]2[CH2:18][CH2:17][CH2:16][N:15]2[C:19]([O:21][C:22]([CH3:25])([CH3:24])[CH3:23])=[O:20])[CH:7]=1. The catalyst class is: 19. (6) Reactant: [Cl:1][C:2]1[CH:3]=[CH:4][C:5]([O:8][CH:9]([CH:11]2[CH:15]([C:16]3[CH:21]=[CH:20][C:19]([Cl:22])=[C:18]([Cl:23])[CH:17]=3)[CH2:14][N:13]([C:24](Cl)=[O:25])[CH2:12]2)[CH3:10])=[N:6][CH:7]=1.CCN(CC)CC.[CH2:34]1[NH:39][CH2:38][CH2:37][N:36]2[C:40](=[O:43])[CH2:41][CH2:42][CH:35]12. Product: [Cl:1][C:2]1[CH:3]=[CH:4][C:5]([O:8][CH:9]([CH:11]2[CH:15]([C:16]3[CH:21]=[CH:20][C:19]([Cl:22])=[C:18]([Cl:23])[CH:17]=3)[CH2:14][N:13]([C:24]([N:39]3[CH2:38][CH2:37][N:36]4[C:40](=[O:43])[CH2:41][CH2:42][CH:35]4[CH2:34]3)=[O:25])[CH2:12]2)[CH3:10])=[N:6][CH:7]=1. The catalyst class is: 2. (7) Reactant: [C:1]([C@@H:3]1[CH2:7][CH2:6][CH2:5][N:4]1[C:8]([O:10][CH2:11][C:12]1[CH:17]=[CH:16][CH:15]=[CH:14][CH:13]=1)=[O:9])#[N:2].Cl.[NH2:19][OH:20].C([O-])([O-])=O.[Na+].[Na+]. Product: [OH:20][NH:19][C:1]([C@@H:3]1[CH2:7][CH2:6][CH2:5][N:4]1[C:8]([O:10][CH2:11][C:12]1[CH:17]=[CH:16][CH:15]=[CH:14][CH:13]=1)=[O:9])=[NH:2]. The catalyst class is: 40. (8) The catalyst class is: 100. Reactant: [F:1][C:2]1[CH:3]=[C:4]([CH2:8][CH2:9][O:10][CH2:11][C:12]([OH:14])=[O:13])[CH:5]=[CH:6][CH:7]=1.[CH3:15]CN=C=NCCCN(C)C.Cl.C1C=CC2N(O)N=NC=2C=1.CCN(C(C)C)C(C)C. Product: [CH3:15][O:13][C:12](=[O:14])[CH2:11][O:10][CH2:9][CH2:8][C:4]1[CH:5]=[CH:6][CH:7]=[C:2]([F:1])[CH:3]=1.